Dataset: Reaction yield outcomes from USPTO patents with 853,638 reactions. Task: Predict the reaction yield, written as a fraction of the theoretical maximum amount of product (1.0 means a 100% yield; for example, 0.34 means a 34% yield). (1) The reactants are [C:1]([O:5][C:6]([NH:8][C:9]([CH2:19][OH:20])([CH2:15][CH2:16][CH:17]=[CH2:18])[C:10]([O:12][CH2:13][CH3:14])=[O:11])=[O:7])([CH3:4])([CH3:3])[CH3:2].CN(C1C=CC=CN=1)C.[C:30](OC(=O)C)(=[O:32])[CH3:31]. The catalyst is ClCCl. The product is [C:30]([O:20][CH2:19][C:9]([NH:8][C:6]([O:5][C:1]([CH3:3])([CH3:2])[CH3:4])=[O:7])([CH2:15][CH2:16][CH:17]=[CH2:18])[C:10]([O:12][CH2:13][CH3:14])=[O:11])(=[O:32])[CH3:31]. The yield is 0.800. (2) The product is [Br-:1].[Cl:11][C:9]1[CH:8]=[CH:7][CH:6]=[C:5]2[C:10]=1[CH:2]([P+:19]([C:20]1[CH:21]=[CH:22][CH:23]=[CH:24][CH:25]=1)([C:26]1[CH:31]=[CH:30][CH:29]=[CH:28][CH:27]=1)[C:13]1[CH:14]=[CH:15][CH:16]=[CH:17][CH:18]=1)[O:3][C:4]2=[O:12]. The reactants are [Br:1][CH:2]1[C:10]2[C:5](=[CH:6][CH:7]=[CH:8][C:9]=2[Cl:11])[C:4](=[O:12])[O:3]1.[C:13]1([P:19]([C:26]2[CH:31]=[CH:30][CH:29]=[CH:28][CH:27]=2)[C:20]2[CH:25]=[CH:24][CH:23]=[CH:22][CH:21]=2)[CH:18]=[CH:17][CH:16]=[CH:15][CH:14]=1. The yield is 0.780. The catalyst is C1COCC1. (3) The reactants are [CH3:1][O:2][C:3](=[O:16])[C:4]1[CH:9]=[C:8]([N+:10]([O-:12])=[O:11])[C:7]([NH2:13])=[C:6]([F:14])[C:5]=1F.[Cl:17][C:18]1[CH:24]=[CH:23][CH:22]=[CH:21][C:19]=1[NH2:20]. The catalyst is C(OCC)(=O)C. The product is [CH3:1][O:2][C:3](=[O:16])[C:4]1[CH:9]=[C:8]([N+:10]([O-:12])=[O:11])[C:7]([NH2:13])=[C:6]([F:14])[C:5]=1[NH:20][C:19]1[CH:21]=[CH:22][CH:23]=[CH:24][C:18]=1[Cl:17]. The yield is 0.120. (4) The reactants are [CH3:1][CH:2]1[C:6](=[O:7])[CH2:5][CH2:4][C:3]1=[O:8].CI.[OH-].[K+].O1CCOC[CH2:14]1. The catalyst is O. The product is [CH3:1][C:2]1([CH3:14])[C:6](=[O:7])[CH2:5][CH2:4][C:3]1=[O:8]. The yield is 0.930. (5) The reactants are C(C1COC(=O)N1[C:14](=[O:46])[CH:15]([C:20]1[CH:21]=[C:22]([C:36]2[CH:41]=[CH:40][C:39]([C:42]([F:45])([F:44])[F:43])=[CH:38][CH:37]=2)[CH:23]=[C:24]([O:26][CH2:27][C:28]2[CH:33]=[C:32]([F:34])[CH:31]=[C:30]([F:35])[CH:29]=2)[CH:25]=1)[CH2:16][CH:17]([CH3:19])[CH3:18])C1C=CC=CC=1.O[Li].O.OO.[O-:52]S([O-])=O.[Na+].[Na+]. The catalyst is C1COCC1.O. The product is [F:34][C:32]1[CH:33]=[C:28]([CH:29]=[C:30]([F:35])[CH:31]=1)[CH2:27][O:26][C:24]1[CH:25]=[C:20]([C@@H:15]([CH2:16][CH:17]([CH3:19])[CH3:18])[C:14]([OH:46])=[O:52])[CH:21]=[C:22]([C:36]2[CH:41]=[CH:40][C:39]([C:42]([F:44])([F:43])[F:45])=[CH:38][CH:37]=2)[CH:23]=1. The yield is 0.700.